From a dataset of Full USPTO retrosynthesis dataset with 1.9M reactions from patents (1976-2016). Predict the reactants needed to synthesize the given product. (1) Given the product [CH2:40]([C:39]1[N:25]=[C:26]2[CH:31]=[C:30]([NH:14][C:12]([C:10]3[N:9]([CH2:15][C:16]4[CH:21]=[CH:20][CH:19]=[C:18]([F:22])[CH:17]=4)[C:6]4=[N:7][CH:8]=[C:3]([C:2]([F:1])([F:23])[F:24])[CH:4]=[C:5]4[CH:11]=3)=[O:13])[CH:29]=[CH:28][N:27]2[CH:44]=1)[CH3:41], predict the reactants needed to synthesize it. The reactants are: [F:1][C:2]([F:24])([F:23])[C:3]1[CH:4]=[C:5]2[CH:11]=[C:10]([C:12]([NH2:14])=[O:13])[N:9]([CH2:15][C:16]3[CH:21]=[CH:20][CH:19]=[C:18]([F:22])[CH:17]=3)[C:6]2=[N:7][CH:8]=1.[NH2:25][C:26]1[CH:31]=[C:30](Br)[CH:29]=[CH:28][N:27]=1.C(=O)([O-])[O-].[K+].[K+].[C@@H:39]1(N)[CH2:44]CC[CH2:41][C@H:40]1N. (2) Given the product [CH3:1][C:2]1([CH3:11])[S:7][CH2:6][CH2:5][N:4]([CH3:12])[CH:3]1[C:8]([OH:10])=[O:9], predict the reactants needed to synthesize it. The reactants are: [CH3:1][C:2]1([CH3:11])[S:7][CH2:6][CH2:5][NH:4][CH:3]1[C:8]([OH:10])=[O:9].[CH2:12]=O.Cl. (3) The reactants are: [OH:1][C:2]1[CH:3]=[C:4]([CH:7]=[CH:8][C:9]=1O)[CH:5]=[O:6].[CH2:11](I)[CH3:12].[C:14](=[O:17])([O-])[O-].[K+].[K+].Cl.[CH3:21]N(C)C=O. Given the product [CH2:11]([O:1][C:2]1[CH:3]=[C:4]([CH:7]=[CH:8][C:9]=1[O:17][CH2:14][CH3:21])[CH:5]=[O:6])[CH3:12], predict the reactants needed to synthesize it. (4) Given the product [CH3:6][CH2:7]/[CH:8]=[CH:3]/[CH:4]=[CH:5]/[CH:14]=[CH:13]/[CH:12]=[CH:11]/[CH2:10][CH2:9][CH2:8][CH2:3][CH2:4][CH2:5][CH2:6][C:7]([OH:28])=[O:30], predict the reactants needed to synthesize it. The reactants are: CO[C:3]1[CH:4]=[CH:5][CH:6]=[C:7]([O:28]C)[C:8]=1[C:9]1[CH:10]=[CH:11][CH:12]=[CH:13][C:14]=1P(C1CCCCC1)C1CCCCC1.[OH-:30].[K+]. (5) The reactants are: [F:1][C:2]1[CH:3]=[C:4]([CH:16]=[C:17]([F:19])[CH:18]=1)[O:5][C:6]1[C:11]([F:12])=[CH:10][C:9]([CH2:13][OH:14])=[CH:8][C:7]=1[F:15].Cl[C:21]1[CH:31]=[C:25]2[N:26]([CH3:30])[CH2:27][CH2:28][CH2:29][N:24]2[C:23](=[O:32])[N:22]=1. Given the product [F:1][C:2]1[CH:3]=[C:4]([CH:16]=[C:17]([F:19])[CH:18]=1)[O:5][C:6]1[C:11]([F:12])=[CH:10][C:9]([CH2:13][O:14][C:21]2[CH:31]=[C:25]3[N:26]([CH3:30])[CH2:27][CH2:28][CH2:29][N:24]3[C:23](=[O:32])[N:22]=2)=[CH:8][C:7]=1[F:15], predict the reactants needed to synthesize it. (6) Given the product [N:11]1[CH:16]=[CH:15][CH:14]=[CH:13][C:12]=1[NH:17][CH2:18][C:19]1[CH:24]=[CH:23][C:22]([CH:25]=[O:26])=[CH:21][CH:20]=1, predict the reactants needed to synthesize it. The reactants are: C(Cl)(=O)C(Cl)=O.CS(C)=O.[N:11]1[CH:16]=[CH:15][CH:14]=[CH:13][C:12]=1[NH:17][CH2:18][C:19]1[CH:24]=[CH:23][C:22]([CH2:25][OH:26])=[CH:21][CH:20]=1.CCN(CC)CC. (7) Given the product [CH3:1][C:2]1[C:10]2[C:9](=[O:11])[N:8]([CH2:12][CH2:13][N:14]3[CH2:18][CH2:17][CH2:16][C:15]3=[O:19])[CH:7]=[N:6][C:5]=2[S:4][C:3]=1[C:20]([OH:22])=[O:21], predict the reactants needed to synthesize it. The reactants are: [CH3:1][C:2]1[C:10]2[C:9](=[O:11])[N:8]([CH2:12][CH2:13][N:14]3[CH2:18][CH2:17][CH2:16][C:15]3=[O:19])[CH:7]=[N:6][C:5]=2[S:4][C:3]=1[C:20]([O:22]C)=[O:21].O[Li].O.